From a dataset of Reaction yield outcomes from USPTO patents with 853,638 reactions. Predict the reaction yield, written as a fraction of the theoretical maximum amount of product (1.0 means a 100% yield; for example, 0.34 means a 34% yield). (1) The catalyst is O1CCCC1.[OH-].[Li+].O.C(OCC)(=O)C. The product is [CH2:1]([O:3][C:4]([C:6]1[CH:7]=[C:8]2[C:13](=[CH:14][CH:15]=1)[NH:12][CH:11]([C:16]1[CH2:17][C:18](=[C:22]=[O:23])[CH:19]=[CH:20][CH:21]=1)[C:10]([CH3:26])([CH3:27])[CH2:9]2)=[O:5])[CH3:2]. The yield is 0.980. The reactants are [CH2:1]([O:3][C:4]([C:6]1[CH:7]=[C:8]2[C:13](=[CH:14][CH:15]=1)[NH:12][CH:11]([C:16]1[CH:21]=[CH:20][CH:19]=[C:18]([C:22](OC)=[O:23])[CH:17]=1)[C:10]([CH3:27])([CH3:26])[CH2:9]2)=[O:5])[CH3:2].Cl. (2) The reactants are C(Cl)(=O)C(Cl)=O.CS(C)=O.[OH:11][CH2:12][C:13]1[C:18](=[O:19])[CH:17]=[CH:16][N:15]([C:20]2[CH:25]=[CH:24][CH:23]=[C:22]([C:26]([F:29])([F:28])[F:27])[CH:21]=2)[N:14]=1.CCN(CC)CC. The catalyst is C1COCC1.Cl. The product is [O:19]=[C:18]1[CH:17]=[CH:16][N:15]([C:20]2[CH:25]=[CH:24][CH:23]=[C:22]([C:26]([F:29])([F:28])[F:27])[CH:21]=2)[N:14]=[C:13]1[CH:12]=[O:11]. The yield is 0.510.